From a dataset of Catalyst prediction with 721,799 reactions and 888 catalyst types from USPTO. Predict which catalyst facilitates the given reaction. (1) Reactant: [OH:1][CH:2]1[CH2:7][CH2:6][CH2:5][N:4]([C:8]([O:10][C:11]([CH3:14])([CH3:13])[CH3:12])=[O:9])[CH2:3]1.[CH3:15][S:16](Cl)(=[O:18])=[O:17]. Product: [CH3:15][S:16]([O:1][CH:2]1[CH2:7][CH2:6][CH2:5][N:4]([C:8]([O:10][C:11]([CH3:14])([CH3:13])[CH3:12])=[O:9])[CH2:3]1)(=[O:18])=[O:17]. The catalyst class is: 2. (2) Reactant: [N:1]1[CH:6]=[CH:5][CH:4]=[C:3]([CH2:7][NH:8][C:9]([C:11]2[N:20]3[C:14]([CH2:15][NH:16][C:17]4[CH:24]=[CH:23][CH:22]=[CH:21][C:18]=4[CH2:19]3)=[CH:13][CH:12]=2)=[O:10])[CH:2]=1.C(N(CC)C(C)C)(C)C.[C:34]([C:38]1[CH:48]=[CH:47][C:41]([O:42][CH2:43][C:44](Cl)=[O:45])=[CH:40][CH:39]=1)([CH3:37])([CH3:36])[CH3:35]. Product: [C:34]([C:38]1[CH:48]=[CH:47][C:41]([O:42][CH2:43][C:44]([N:16]2[C:17]3[CH:24]=[CH:23][CH:22]=[CH:21][C:18]=3[CH2:19][N:20]3[C:11]([C:9]([NH:8][CH2:7][C:3]4[CH:2]=[N:1][CH:6]=[CH:5][CH:4]=4)=[O:10])=[CH:12][CH:13]=[C:14]3[CH2:15]2)=[O:45])=[CH:40][CH:39]=1)([CH3:37])([CH3:35])[CH3:36]. The catalyst class is: 7. (3) Reactant: [CH3:1][O:2][C:3]1[CH:4]=[C:5]2[C:10](=[CH:11][C:12]=1[O:13][CH3:14])[N:9]=[CH:8][CH:7]=[C:6]2[O:15][C:16]1[CH:21]=[CH:20][C:19]([CH3:22])=[CH:18][C:17]=1[CH:23]([OH:26])[CH2:24][CH3:25].C1CCN2C(=NCCC2)CC1.[Cl-].O. Product: [CH3:1][O:2][C:3]1[CH:4]=[C:5]2[C:10](=[CH:11][C:12]=1[O:13][CH3:14])[N:9]=[CH:8][CH:7]=[C:6]2[O:15][C:16]1[CH:21]=[CH:20][C:19]([CH3:22])=[CH:18][C:17]=1[C:23](=[O:26])[CH2:24][CH3:25]. The catalyst class is: 2. (4) Reactant: [CH2:1]([O:5][CH2:6][CH2:7][O:8][C:9]1[CH:14]=[CH:13][C:12]([C:15]2[CH:16]=[CH:17][C:18]3[N:24]([CH2:25][CH:26]([CH3:28])[CH3:27])[CH2:23][CH2:22][C:21]([C:29]([NH:31][C:32]4[CH:37]=[CH:36][C:35]([S:38][CH2:39][C:40]5[N:41]=[CH:42][N:43]([CH2:46][CH2:47][CH3:48])[C:44]=5[CH3:45])=[CH:34][CH:33]=4)=[O:30])=[CH:20][C:19]=3[CH:49]=2)=[CH:11][CH:10]=1)[CH2:2][CH2:3][CH3:4].ClC1C=CC=C(C(OO)=[O:58])C=1.CSC.O. Product: [CH2:1]([O:5][CH2:6][CH2:7][O:8][C:9]1[CH:10]=[CH:11][C:12]([C:15]2[CH:16]=[CH:17][C:18]3[N:24]([CH2:25][CH:26]([CH3:27])[CH3:28])[CH2:23][CH2:22][C:21]([C:29]([NH:31][C:32]4[CH:33]=[CH:34][C:35]([S:38]([CH2:39][C:40]5[N:41]=[CH:42][N:43]([CH2:46][CH2:47][CH3:48])[C:44]=5[CH3:45])=[O:58])=[CH:36][CH:37]=4)=[O:30])=[CH:20][C:19]=3[CH:49]=2)=[CH:13][CH:14]=1)[CH2:2][CH2:3][CH3:4]. The catalyst class is: 4. (5) Reactant: [OH-:1].[Na+].[F:3][C:4]1[CH:11]=[CH:10][C:7]([CH:8]=O)=[CH:6][CH:5]=1.Cl.[NH2:13]O. Product: [F:3][C:4]1[CH:11]=[CH:10][C:7]([CH:8]=[N:13][OH:1])=[CH:6][CH:5]=1. The catalyst class is: 40. (6) Product: [F:8][C:7]([F:10])([F:9])[C:3]1([C:4]([NH2:6])=[O:5])[CH2:2][O:11]1. Reactant: Br[CH2:2][C:3]([OH:11])([C:7]([F:10])([F:9])[F:8])[C:4]([NH2:6])=[O:5].C(=O)([O-])[O-].[K+].[K+]. The catalyst class is: 21.